Dataset: Catalyst prediction with 721,799 reactions and 888 catalyst types from USPTO. Task: Predict which catalyst facilitates the given reaction. (1) Reactant: [OH:1][C:2]1[C:3](=[O:33])[CH:4]=[C:5]([NH:22][CH2:23][CH2:24][CH2:25][C:26]([O:28][C:29]([CH3:32])([CH3:31])[CH3:30])=[O:27])[C:6](=[O:21])[C:7]=1[CH2:8][CH2:9][CH2:10][CH2:11][CH2:12][CH2:13][CH2:14][CH2:15][CH2:16][CH2:17][CH2:18][CH2:19][CH3:20].[C:34](=O)([O-])[O-].[K+].[K+].S(OC)(OC)(=O)=O. Product: [CH3:34][O:1][C:2]1[C:3](=[O:33])[CH:4]=[C:5]([NH:22][CH2:23][CH2:24][CH2:25][C:26]([O:28][C:29]([CH3:32])([CH3:31])[CH3:30])=[O:27])[C:6](=[O:21])[C:7]=1[CH2:8][CH2:9][CH2:10][CH2:11][CH2:12][CH2:13][CH2:14][CH2:15][CH2:16][CH2:17][CH2:18][CH2:19][CH3:20]. The catalyst class is: 21. (2) Reactant: CN([CH:4]=[C:5]1[CH2:25][C:9]2([CH2:14][CH2:13][N:12]([C:15]([O:17][CH2:18][C:19]3[CH:24]=[CH:23][CH:22]=[CH:21][CH:20]=3)=[O:16])[CH2:11][CH2:10]2)[CH:8]=[CH:7][C:6]1=O)C.C(O)(=O)C.Cl.[C:32]([NH:36][NH2:37])([CH3:35])([CH3:34])[CH3:33]. Product: [C:32]([N:36]1[C:6]2[CH:7]=[CH:8][C:9]3([CH2:10][CH2:11][N:12]([C:15]([O:17][CH2:18][C:19]4[CH:20]=[CH:21][CH:22]=[CH:23][CH:24]=4)=[O:16])[CH2:13][CH2:14]3)[CH2:25][C:5]=2[CH:4]=[N:37]1)([CH3:35])([CH3:34])[CH3:33]. The catalyst class is: 8.